This data is from Full USPTO retrosynthesis dataset with 1.9M reactions from patents (1976-2016). The task is: Predict the reactants needed to synthesize the given product. (1) Given the product [OH:36]/[N:35]=[C:8](/[C:6]1[CH:5]=[CH:4][C:3](=[O:33])[N:2]([CH3:1])[CH:7]=1)\[CH2:9][CH:10]([C:18]1[CH:19]=[CH:20][C:21]([C:24]([N:26]2[CH2:27][CH2:28][O:29][CH2:30][CH2:31]2)=[O:25])=[CH:22][CH:23]=1)[C:11]1[CH:16]=[CH:15][CH:14]=[CH:13][C:12]=1[CH3:17], predict the reactants needed to synthesize it. The reactants are: [CH3:1][N:2]1[CH:7]=[C:6]([C:8](=O)[CH2:9][CH:10]([C:18]2[CH:23]=[CH:22][C:21]([C:24]([N:26]3[CH2:31][CH2:30][O:29][CH2:28][CH2:27]3)=[O:25])=[CH:20][CH:19]=2)[C:11]2[CH:16]=[CH:15][CH:14]=[CH:13][C:12]=2[CH3:17])[CH:5]=[CH:4][C:3]1=[O:33].Cl.[NH2:35][OH:36].C([O-])(O)=O.[Na+]. (2) The reactants are: C(OC([NH:8][NH:9][C:10](=[O:34])[CH2:11][CH2:12][CH2:13][CH2:14][CH2:15][NH:16][C:17]([O:19][CH2:20][CH:21]1[C:33]2[CH:32]=[CH:31][CH:30]=[CH:29][C:28]=2[C:27]2[C:22]1=[CH:23][CH:24]=[CH:25][CH:26]=2)=[O:18])=O)(C)(C)C.[F:35][C:36]([F:41])([F:40])[C:37]([OH:39])=[O:38].O. Given the product [F:35][C:36]([F:41])([F:40])[C:37]([OH:39])=[O:38].[NH2:8][NH:9][C:10](=[O:34])[CH2:11][CH2:12][CH2:13][CH2:14][CH2:15][NH:16][C:17]([O:19][CH2:20][CH:21]1[C:22]2[CH:23]=[CH:24][CH:25]=[CH:26][C:27]=2[C:28]2[C:33]1=[CH:32][CH:31]=[CH:30][CH:29]=2)=[O:18], predict the reactants needed to synthesize it. (3) Given the product [NH:3]1[CH2:8][CH2:7][CH:6]([O:9][C:10]2[CH:15]=[CH:14][CH:13]=[CH:12][C:11]=2[C:16]2[CH:21]=[CH:20][N:19]=[CH:18][CH:17]=2)[CH2:5][CH2:4]1, predict the reactants needed to synthesize it. The reactants are: Cl.Cl.[NH:3]1[CH2:8][CH2:7][CH:6]([O:9][C:10]2[CH:15]=[CH:14][CH:13]=[CH:12][C:11]=2[C:16]2[CH:21]=[CH:20][N:19]=[CH:18][CH:17]=2)[CH2:5][CH2:4]1.[OH-].[Na+]. (4) Given the product [F:23][C:22]1[C:17]([C:13]2[CH:14]=[CH:15][CH:16]=[C:11]([N:9]3[CH:10]=[C:6]([C:4]([C:28]4[CH:33]=[CH:32][C:31]([O:34][CH3:35])=[CH:30][CH:29]=4)=[O:5])[N:7]=[CH:8]3)[CH:12]=2)=[C:18]([O:24][CH3:25])[CH:19]=[CH:20][CH:21]=1, predict the reactants needed to synthesize it. The reactants are: CON(C)[C:4]([C:6]1[N:7]=[CH:8][N:9]([C:11]2[CH:12]=[C:13]([C:17]3[C:22]([F:23])=[CH:21][CH:20]=[CH:19][C:18]=3[O:24][CH3:25])[CH:14]=[CH:15][CH:16]=2)[CH:10]=1)=[O:5].Br[C:28]1[CH:33]=[CH:32][C:31]([O:34][CH3:35])=[CH:30][CH:29]=1. (5) Given the product [CH3:38][O:39][C:40](=[O:48])[C:41]([CH3:47])([CH3:46])[CH2:42][CH:43]([O:33][C:24]1[CH:25]=[CH:26][CH:27]=[CH:28][C:23]=1[C:22]([N:15]1[C:16]2[C:21](=[CH:20][CH:19]=[CH:18][CH:17]=2)[CH:12]([N:8]([C:9](=[O:11])[CH3:10])[C:5]2[CH:4]=[CH:3][C:2]([Cl:1])=[CH:7][CH:6]=2)[CH2:13][CH:14]1[CH3:31])=[O:30])[CH3:44], predict the reactants needed to synthesize it. The reactants are: [Cl:1][C:2]1[CH:7]=[CH:6][C:5]([N:8]([C@H:12]2[C:21]3[C:16](=[CH:17][CH:18]=[CH:19][CH:20]=3)[N:15]([C:22](=[O:30])[C:23]3[CH:28]=[CH:27][C:26](O)=[CH:25][CH:24]=3)[C@@H:14]([CH3:31])[CH2:13]2)[C:9](=[O:11])[CH3:10])=[CH:4][CH:3]=1.C([O-])([O-])=[O:33].[K+].[K+].[CH3:38][O:39][C:40](=[O:48])[C:41]([CH3:47])([CH3:46])[CH2:42][CH2:43][CH2:44]Br. (6) The reactants are: [N:1]1[CH:6]=[CH:5][N:4]=[CH:3][C:2]=1[N:7]1[C:15]2[CH:14]=[CH:13][N:12]=[CH:11][C:10]=2[N:9]=[N:8]1.[Cl:16][C:17]1[C:25]([C:26]([F:29])([F:28])[F:27])=[CH:24][CH:23]=[CH:22][C:18]=1[C:19](Cl)=[O:20].CCOC(C1CC(C(OCC)=O)=C(C)NC=1C)=O. Given the product [Cl:16][C:17]1[C:25]([C:26]([F:28])([F:29])[F:27])=[CH:24][CH:23]=[CH:22][C:18]=1[C:19]([N:12]1[CH:13]=[CH:14][C:15]2[N:7]([C:2]3[CH:3]=[N:4][CH:5]=[CH:6][N:1]=3)[N:8]=[N:9][C:10]=2[CH2:11]1)=[O:20], predict the reactants needed to synthesize it.